Task: Predict which catalyst facilitates the given reaction.. Dataset: Catalyst prediction with 721,799 reactions and 888 catalyst types from USPTO (1) Reactant: C1(C)C=CC(S(CC[O:12][C:13](=[O:24])[CH2:14][O:15][C:16]2[CH:21]=[C:20]([CH3:22])[CH:19]=[C:18]([CH3:23])[CH:17]=2)(=O)=O)=CC=1.C(Cl)Cl.[Cl:29][S:30](O)(=[O:32])=[O:31].C(OCC)C. Product: [Cl:29][S:30]([C:19]1[C:18]([CH3:23])=[CH:17][C:16]([O:15][CH2:14][C:13]([OH:12])=[O:24])=[CH:21][C:20]=1[CH3:22])(=[O:32])=[O:31]. The catalyst class is: 81. (2) Reactant: [F:1][C:2]1[O:6][C:5]2[CH:7]=[C:8]([CH3:18])[C:9]([C:11]3[CH:12]=[CH:13][C:14]([NH2:17])=[N:15][CH:16]=3)=[CH:10][C:4]=2[CH:3]=1.[F:19][C:20]1[CH:28]=[CH:27][CH:26]=[C:25]([F:29])[C:21]=1[C:22](Cl)=[O:23].CCN(C(C)C)C(C)C.C([O-])(O)=O.[Na+].C(Cl)Cl. Product: [F:19][C:20]1[CH:28]=[CH:27][CH:26]=[C:25]([F:29])[C:21]=1[C:22]([NH:17][C:14]1[CH:13]=[CH:12][C:11]([C:9]2[C:8]([CH3:18])=[CH:7][C:5]3[O:6][C:2]([F:1])=[CH:3][C:4]=3[CH:10]=2)=[CH:16][N:15]=1)=[O:23]. The catalyst class is: 2. (3) Reactant: Br[C:2]1[C:6]2[N:7]=[CH:8][N:9]=[C:10]([NH:11][CH:12]3[CH2:17][CH2:16][N:15]([C:18]([O:20][C:21]([CH3:24])([CH3:23])[CH3:22])=[O:19])[CH2:14][CH2:13]3)[C:5]=2[N:4]([CH3:25])[CH:3]=1.[CH3:26][S:27]([C:30]1[CH:35]=[CH:34][C:33](B(O)O)=[CH:32][CH:31]=1)(=[O:29])=[O:28].C([O-])([O-])=O.[Na+].[Na+]. Product: [CH3:25][N:4]1[C:5]2[C:10]([NH:11][CH:12]3[CH2:17][CH2:16][N:15]([C:18]([O:20][C:21]([CH3:24])([CH3:23])[CH3:22])=[O:19])[CH2:14][CH2:13]3)=[N:9][CH:8]=[N:7][C:6]=2[C:2]([C:33]2[CH:34]=[CH:35][C:30]([S:27]([CH3:26])(=[O:29])=[O:28])=[CH:31][CH:32]=2)=[CH:3]1. The catalyst class is: 77. (4) The catalyst class is: 6. Product: [CH2:1]([O:4][CH2:5][CH:6]=[CH:7][C:8]1[CH:13]=[CH:12][CH:11]=[CH:10][CH:9]=1)[CH:2]=[CH:16][C:17]1[CH:22]=[CH:21][CH:20]=[CH:19][CH:18]=1. Reactant: [C:1]([O:4][CH2:5][CH:6]=[CH:7][C:8]1[CH:13]=[CH:12][CH:11]=[CH:10][CH:9]=1)(=O)[CH3:2].C(O)C=[CH:16][C:17]1[CH:22]=[CH:21][CH:20]=[CH:19][CH:18]=1.